This data is from Forward reaction prediction with 1.9M reactions from USPTO patents (1976-2016). The task is: Predict the product of the given reaction. (1) Given the reactants [NH2:1][C:2]1[C:3](=[O:9])[NH:4][N:5]=[CH:6][C:7]=1[Cl:8].[C:10](Cl)(=[O:12])[CH3:11], predict the reaction product. The product is: [C:10]([NH:1][C:2]1[C:3](=[O:9])[NH:4][N:5]=[CH:6][C:7]=1[Cl:8])(=[O:12])[CH3:11]. (2) The product is: [OH:21][B:22]1[C:2]2[CH:7]=[CH:6][C:5]([CH3:8])=[CH:4][C:3]=2[CH2:9][O:10]1. Given the reactants Br[C:2]1[CH:7]=[CH:6][C:5]([CH3:8])=[CH:4][C:3]=1[CH2:9][O:10]COC.FC1C=CC2[B:22](O)[O:21]CC=2C=1, predict the reaction product. (3) Given the reactants [F:1][C:2]1[CH:29]=[C:28]([F:30])[CH:27]=[CH:26][C:3]=1[O:4][C:5]1[N:10]=[CH:9][C:8]([NH:11][S:12]([CH2:15][CH3:16])(=[O:14])=[O:13])=[CH:7][C:6]=1B1OC(C)(C)C(C)(C)O1.Br[C:32]1[C:33]2[CH:42]=[CH:41][O:40][C:34]=2[C:35](=[O:39])[N:36]([CH3:38])[CH:37]=1.[O-]P([O-])([O-])=O.[K+].[K+].[K+], predict the reaction product. The product is: [F:1][C:2]1[CH:29]=[C:28]([F:30])[CH:27]=[CH:26][C:3]=1[O:4][C:5]1[N:10]=[CH:9][C:8]([NH:11][S:12]([CH2:15][CH3:16])(=[O:13])=[O:14])=[CH:7][C:6]=1[C:32]1[C:33]2[CH:42]=[CH:41][O:40][C:34]=2[C:35](=[O:39])[N:36]([CH3:38])[CH:37]=1. (4) The product is: [C:1]1([CH:7]2[CH2:8][CH2:9][N:10]([C:13]([C:15]3[CH:16]=[N:17][C:18]4[N:19]([N:29]=[CH:30][C:31]=4[C:32]([NH:39][S:36]([CH3:35])(=[O:38])=[O:37])=[O:33])[C:20]=3[NH:21][CH2:22][C:23]3[CH:24]=[N:25][CH:26]=[CH:27][CH:28]=3)=[O:14])[CH2:11][CH2:12]2)[CH:2]=[CH:3][CH:4]=[CH:5][CH:6]=1. Given the reactants [C:1]1([CH:7]2[CH2:12][CH2:11][N:10]([C:13]([C:15]3[CH:16]=[N:17][C:18]4[N:19]([N:29]=[CH:30][C:31]=4[C:32](O)=[O:33])[C:20]=3[NH:21][CH2:22][C:23]3[CH:24]=[N:25][CH:26]=[CH:27][CH:28]=3)=[O:14])[CH2:9][CH2:8]2)[CH:6]=[CH:5][CH:4]=[CH:3][CH:2]=1.[CH3:35][S:36]([NH2:39])(=[O:38])=[O:37], predict the reaction product. (5) Given the reactants [CH3:1][N:2]1[CH:6]=[CH:5][CH:4]=[C:3]1[C:7]([OH:9])=O.[CH:10]1([CH2:13][CH2:14][NH:15][C:16]([C:18]2[N:19]=[N:20][C:21]([N:24]3[CH2:29][CH2:28][NH:27][CH2:26][CH2:25]3)=[CH:22][CH:23]=2)=[O:17])[CH2:12][CH2:11]1, predict the reaction product. The product is: [CH:10]1([CH2:13][CH2:14][NH:15][C:16]([C:18]2[N:19]=[N:20][C:21]([N:24]3[CH2:29][CH2:28][N:27]([C:7]([C:3]4[N:2]([CH3:1])[CH:6]=[CH:5][CH:4]=4)=[O:9])[CH2:26][CH2:25]3)=[CH:22][CH:23]=2)=[O:17])[CH2:12][CH2:11]1. (6) Given the reactants [C:1]([O:5][C:6]([NH:8][C@H:9]([CH2:13][CH2:14][C:15]1[CH:20]=[C:19]([CH3:21])[C:18]([O:22][CH2:23][CH2:24][CH2:25][CH2:26][CH2:27][CH2:28][CH2:29][CH3:30])=[C:17]([O:31][CH3:32])[CH:16]=1)[CH2:10][C:11]#N)=[O:7])([CH3:4])([CH3:3])[CH3:2].CC[O:35]CC, predict the reaction product. The product is: [C:1]([O:5][C:6]([NH:8][C@H:9]([CH2:13][CH2:14][C:15]1[CH:20]=[C:19]([CH3:21])[C:18]([O:22][CH2:23][CH2:24][CH2:25][CH2:26][CH2:27][CH2:28][CH2:29][CH3:30])=[C:17]([O:31][CH3:32])[CH:16]=1)[CH2:10][CH:11]=[O:35])=[O:7])([CH3:4])([CH3:3])[CH3:2]. (7) Given the reactants [C:1]([C:3]1[C:4]([N:16]2[CH2:21][CH2:20][CH:19]([C:22](O)=[O:23])[CH2:18][CH2:17]2)=[N:5][C:6]([CH2:14][CH3:15])=[C:7]([C:9]([O:11][CH2:12][CH3:13])=[O:10])[CH:8]=1)#[N:2].[Cl:25][C:26]1[CH:31]=[C:30]([F:32])[CH:29]=[CH:28][C:27]=1[CH2:33][S:34]([NH2:37])(=[O:36])=[O:35], predict the reaction product. The product is: [Cl:25][C:26]1[CH:31]=[C:30]([F:32])[CH:29]=[CH:28][C:27]=1[CH2:33][S:34]([NH:37][C:22]([CH:19]1[CH2:18][CH2:17][N:16]([C:4]2[C:3]([C:1]#[N:2])=[CH:8][C:7]([C:9]([O:11][CH2:12][CH3:13])=[O:10])=[C:6]([CH2:14][CH3:15])[N:5]=2)[CH2:21][CH2:20]1)=[O:23])(=[O:35])=[O:36]. (8) Given the reactants [S-:1][C:2]#[N:3].[K+].[Cl:5][C:6]1[CH:14]=[CH:13][C:9]([C:10](Cl)=[O:11])=[CH:8][CH:7]=1.[C:15]([NH2:19])([CH3:18])([CH3:17])[CH3:16], predict the reaction product. The product is: [C:15]([NH:19][C:2]([NH:3][C:10](=[O:11])[C:9]1[CH:13]=[CH:14][C:6]([Cl:5])=[CH:7][CH:8]=1)=[S:1])([CH3:18])([CH3:17])[CH3:16].